This data is from Forward reaction prediction with 1.9M reactions from USPTO patents (1976-2016). The task is: Predict the product of the given reaction. (1) Given the reactants C([O:3][P:4]([CH2:9][CH2:10][NH:11][CH2:12][C:13]([CH3:36])=[CH:14][CH2:15][C:16]1[C:17]([O:29]CC[Si](C)(C)C)=[C:18]2[C:22](=[C:23]([CH3:27])[C:24]=1[O:25][CH3:26])[CH2:21][O:20][C:19]2=[O:28])(=[O:8])[O:5]CC)C.C[Si](Br)(C)C.N1[C:47]([CH3:48])=[CH:46][CH:45]=[CH:44][C:43]=1[CH3:49], predict the reaction product. The product is: [CH2:49]([N:11]([CH2:12][C:13]([CH3:36])=[CH:14][CH2:15][C:16]1[C:17]([OH:29])=[C:18]2[C:22](=[C:23]([CH3:27])[C:24]=1[O:25][CH3:26])[CH2:21][O:20][C:19]2=[O:28])[CH2:10][CH2:9][P:4](=[O:8])([OH:5])[OH:3])[C:43]1[CH:48]=[CH:47][CH:46]=[CH:45][CH:44]=1. (2) The product is: [Br:1][CH:2]([CH3:6])[C:3]([O:9][CH2:8][CH2:7][OH:10])=[O:4]. Given the reactants [Br:1][CH:2]([CH3:6])[C:3](Cl)=[O:4].[CH2:7]([OH:10])[CH2:8][OH:9].N1C=CC=CC=1.Cl, predict the reaction product. (3) Given the reactants Cl.[CH3:2][O:3][C:4](=[O:13])[C@@H:5]([CH2:11]O)[NH:6][CH2:7][CH:8]([CH3:10])[CH3:9].COC(=O)[C@@H](CO)N.O=S(Cl)[Cl:24].[CH3:26][C:27]1[CH:32]=[C:31]([N+:33]([O-:35])=[O:34])[CH:30]=[CH:29][C:28]=1[N:36]=[C:37]=[S:38], predict the reaction product. The product is: [ClH:24].[CH3:26][C:27]1[CH:32]=[C:31]([N+:33]([O-:35])=[O:34])[CH:30]=[CH:29][C:28]=1[N:36]=[C:37]1[N:6]([CH2:7][CH:8]([CH3:10])[CH3:9])[C@@H:5]([C:4]([O:3][CH3:2])=[O:13])[CH2:11][S:38]1. (4) Given the reactants [OH:1][C:2]1[CH:10]=[CH:9][C:8]([C:11]2[N:12]([C:27]([O:29][C:30]([CH3:33])([CH3:32])[CH3:31])=[O:28])[C:13]3[C:18]([CH:19]=2)=[CH:17][C:16]([CH2:20][N:21]2[CH2:26][CH2:25][CH2:24][CH2:23][CH2:22]2)=[CH:15][CH:14]=3)=[C:7]2[C:3]=1[CH2:4][NH:5][C:6]2=[O:34].C(N(CC)CC)C.[Cl:42][C:43]1[CH:44]=[C:45]([S:50](Cl)(=[O:52])=[O:51])[CH:46]=[CH:47][C:48]=1[Cl:49], predict the reaction product. The product is: [Cl:42][C:43]1[CH:44]=[C:45]([S:50]([O:1][C:2]2[CH:10]=[CH:9][C:8]([C:11]3[N:12]([C:27]([O:29][C:30]([CH3:31])([CH3:33])[CH3:32])=[O:28])[C:13]4[C:18]([CH:19]=3)=[CH:17][C:16]([CH2:20][N:21]3[CH2:26][CH2:25][CH2:24][CH2:23][CH2:22]3)=[CH:15][CH:14]=4)=[C:7]3[C:3]=2[CH2:4][NH:5][C:6]3=[O:34])(=[O:51])=[O:52])[CH:46]=[CH:47][C:48]=1[Cl:49]. (5) Given the reactants C([O:3][C:4](=[O:18])[C:5]([S:8][C:9]1[CH:14]=[CH:13][C:12]([C:15]#[N:16])=[CH:11][C:10]=1[F:17])([CH3:7])[CH3:6])C.C[Si](C)(C)[O-].[K+], predict the reaction product. The product is: [C:15]([C:12]1[CH:13]=[CH:14][C:9]([S:8][C:5]([CH3:6])([CH3:7])[C:4]([OH:18])=[O:3])=[C:10]([F:17])[CH:11]=1)#[N:16]. (6) Given the reactants [C:1]1([C:7]([C:24]2[CH:29]=[CH:28][CH:27]=[CH:26][CH:25]=2)([C:18]2[CH:23]=[CH:22][CH:21]=[CH:20][CH:19]=2)[O:8][CH2:9][C:10]2[N:15]=[C:14]([CH2:16]O)[CH:13]=[CH:12][CH:11]=2)[CH:6]=[CH:5][CH:4]=[CH:3][CH:2]=1.C1(P(C2C=CC=CC=2)C2C=CC=CC=2)C=CC=CC=1.C(Br)(Br)(Br)[Br:50], predict the reaction product. The product is: [Br:50][CH2:16][C:14]1[CH:13]=[CH:12][CH:11]=[C:10]([CH2:9][O:8][C:7]([C:24]2[CH:29]=[CH:28][CH:27]=[CH:26][CH:25]=2)([C:18]2[CH:23]=[CH:22][CH:21]=[CH:20][CH:19]=2)[C:1]2[CH:6]=[CH:5][CH:4]=[CH:3][CH:2]=2)[N:15]=1. (7) Given the reactants [Br-].[CH3:2][O:3][C:4]1[CH:5]=[C:6]([CH2:12][P+](C2C=CC=CC=2)(C2C=CC=CC=2)C2C=CC=CC=2)[CH:7]=[CH:8][C:9]=1[O:10][CH3:11].[Li]CCCC.[CH:37]([C:40]1[CH:41]=[C:42]([CH:46]([CH3:50])[CH2:47][CH:48]=O)[CH:43]=[CH:44][CH:45]=1)([CH3:39])[CH3:38].O, predict the reaction product. The product is: [CH:37]([C:40]1[CH:41]=[C:42]([CH:46]([CH3:50])[CH2:47][CH:48]=[CH:12][C:6]2[CH:7]=[CH:8][C:9]([O:10][CH3:11])=[C:4]([O:3][CH3:2])[CH:5]=2)[CH:43]=[CH:44][CH:45]=1)([CH3:39])[CH3:38]. (8) The product is: [F:21][C:22]1[CH:30]=[C:29]2[C:25]([C:26]([C:40]3[CH:55]=[CH:54][C:43]4[N:44]=[C:45]([CH2:47][CH:48]5[CH2:49][CH2:50][NH:51][CH2:52][CH2:53]5)[O:46][C:42]=4[CH:41]=3)=[CH:27][NH:28]2)=[CH:24][CH:23]=1. Given the reactants FC1C=C2C(C(I)=CN2S(C2C=CC=CC=2)(=O)=O)=CC=1.[F:21][C:22]1[CH:30]=[C:29]2[C:25]([C:26]([C:40]3[CH:55]=[CH:54][C:43]4[N:44]=[C:45]([CH2:47][CH:48]5[CH2:53][CH2:52][NH:51][CH2:50][CH2:49]5)[O:46][C:42]=4[CH:41]=3)=[CH:27][N:28]2S(C2C=CC=CC=2)(=O)=O)=[CH:24][CH:23]=1, predict the reaction product.